From a dataset of Full USPTO retrosynthesis dataset with 1.9M reactions from patents (1976-2016). Predict the reactants needed to synthesize the given product. (1) Given the product [C:8]1(=[O:13])[N:1]([CH2:2][CH2:3][CH2:4][C:5]([OH:7])=[O:6])[C:11](=[O:12])[C:10]2=[CH:14][CH:15]=[CH:16][CH:17]=[C:9]12, predict the reactants needed to synthesize it. The reactants are: [NH2:1][CH2:2][CH2:3][CH2:4][C:5]([OH:7])=[O:6].[C:8]1(=O)[O:13][C:11](=[O:12])[C:10]2=[CH:14][CH:15]=[CH:16][CH:17]=[C:9]12.C(O)(=O)C. (2) Given the product [CH3:26][C:25]([CH3:28])([CH3:27])[CH2:24][C:15]1[C:16]2[O:20][CH2:19][C:18]([CH3:21])([CH3:22])[C:17]=2[CH:23]=[C:13]([C@@:10]2([CH3:12])[CH2:11][C@H:9]2/[CH:8]=[CH:7]/[C:6](/[CH3:29])=[CH:5]/[C:4]([OH:30])=[O:3])[CH:14]=1, predict the reactants needed to synthesize it. The reactants are: C([O:3][C:4](=[O:30])/[CH:5]=[C:6](\[CH3:29])/[CH:7]=[CH:8]/[C@@H:9]1[CH2:11][C@@:10]1([C:13]1[CH:14]=[C:15]([CH2:24][C:25]([CH3:28])([CH3:27])[CH3:26])[C:16]2[O:20][CH2:19][C:18]([CH3:22])([CH3:21])[C:17]=2[CH:23]=1)[CH3:12])C.CO.[OH-].[Na+].C(OCC)(=O)C. (3) Given the product [C:1]([O:5][C:6]([N:8]1[CH:13]2[CH2:14][CH2:15][CH:9]1[CH:10]=[C:11]([Sn:25]([CH3:31])([CH3:30])[CH3:24])[CH2:12]2)=[O:7])([CH3:4])([CH3:3])[CH3:2], predict the reactants needed to synthesize it. The reactants are: [C:1]([O:5][C:6]([N:8]1[CH:13]2[CH2:14][CH2:15][CH:9]1[CH:10]=[C:11](OS(C(F)(F)F)(=O)=O)[CH2:12]2)=[O:7])([CH3:4])([CH3:3])[CH3:2].[CH3:24][Sn:25]([CH3:31])([CH3:30])[Sn:25]([CH3:31])([CH3:30])[CH3:24].[Li+].[Cl-]. (4) Given the product [C:1]([C:3]1[CH:8]=[CH:7][C:6]([NH:9][C:10]2[CH:15]=[CH:14][CH:13]=[CH:12][N:11]=2)=[CH:5][C:4]=1[O:16][CH2:24][CH:25]=[C:26]([CH3:28])[CH3:27])#[N:2], predict the reactants needed to synthesize it. The reactants are: [C:1]([C:3]1[CH:8]=[CH:7][C:6]([NH:9][C:10]2[CH:15]=[CH:14][CH:13]=[CH:12][N:11]=2)=[CH:5][C:4]=1[OH:16])#[N:2].C([O-])([O-])=O.[Cs+].[Cs+].Br[CH2:24][CH:25]=[C:26]([CH3:28])[CH3:27]. (5) Given the product [F:40][C:13]1[CH:14]=[C:15]2[C:10](=[CH:11][CH:12]=1)[CH:9]=[C:8]([CH2:7][C:6]([OH:41])=[O:5])[C:17]([CH3:18])=[C:16]2[C:19]1[CH:24]=[CH:23][C:22]([S:25](=[O:39])(=[O:38])[NH:26][C:27]2[CH:32]=[CH:31][C:30]([O:33][C:34]([F:37])([F:35])[F:36])=[CH:29][CH:28]=2)=[CH:21][CH:20]=1, predict the reactants needed to synthesize it. The reactants are: O.[OH-].[Li+].C[O:5][C:6](=[O:41])[CH2:7][C:8]1[C:17]([CH3:18])=[C:16]([C:19]2[CH:24]=[CH:23][C:22]([S:25](=[O:39])(=[O:38])[NH:26][C:27]3[CH:32]=[CH:31][C:30]([O:33][C:34]([F:37])([F:36])[F:35])=[CH:29][CH:28]=3)=[CH:21][CH:20]=2)[C:15]2[C:10](=[CH:11][CH:12]=[C:13]([F:40])[CH:14]=2)[CH:9]=1.C1COCC1.O.